Dataset: Catalyst prediction with 721,799 reactions and 888 catalyst types from USPTO. Task: Predict which catalyst facilitates the given reaction. Reactant: [CH3:1][O:2][C:3]1[CH:8]=[C:7]([O:9][CH3:10])[CH:6]=[CH:5][C:4]=1[C:11]1[N:19]2[C:14]([CH:15]=[N:16][C:17]([OH:20])=[N:18]2)=[CH:13][CH:12]=1.C(N(CC)C(C)C)(C)C.C1C=CC(N(S([C:40]([F:43])([F:42])[F:41])(=O)=O)S([C:40]([F:43])([F:42])[F:41])(=O)=O)=CC=1.[NH2:51][C:52]1[CH:57]=[CH:56][C:55]([CH:58]2[CH2:63][CH2:62][N:61]([CH2:64][C:65]([NH2:67])=[O:66])[CH2:60][CH2:59]2)=[CH:54][C:53]=1[O:68][CH3:69]. Product: [CH3:1][O:2][C:3]1[CH:8]=[C:7]([O:9][CH3:10])[CH:6]=[CH:5][C:4]=1[C:11]1[N:19]2[C:14]([CH:15]=[N:16][C:17]([NH:51][C:52]3[CH:57]=[CH:56][C:55]([CH:58]4[CH2:63][CH2:62][N:61]([CH2:64][C:65]([NH2:67])=[O:66])[CH2:60][CH2:59]4)=[CH:54][C:53]=3[O:68][CH3:69])=[N:18]2)=[CH:13][CH:12]=1.[F:41][C:40]([F:43])([F:42])[C:17]([OH:20])=[O:66]. The catalyst class is: 3.